Dataset: NCI-60 drug combinations with 297,098 pairs across 59 cell lines. Task: Regression. Given two drug SMILES strings and cell line genomic features, predict the synergy score measuring deviation from expected non-interaction effect. (1) Drug 1: CC1=C(C=C(C=C1)NC2=NC=CC(=N2)N(C)C3=CC4=NN(C(=C4C=C3)C)C)S(=O)(=O)N.Cl. Drug 2: C1=NC2=C(N1)C(=S)N=CN2. Cell line: NCI-H522. Synergy scores: CSS=16.7, Synergy_ZIP=-11.6, Synergy_Bliss=-14.3, Synergy_Loewe=-49.6, Synergy_HSA=-14.7. (2) Drug 1: CN1C(=O)N2C=NC(=C2N=N1)C(=O)N. Cell line: HT29. Drug 2: COC1=NC(=NC2=C1N=CN2C3C(C(C(O3)CO)O)O)N. Synergy scores: CSS=0.471, Synergy_ZIP=-0.0567, Synergy_Bliss=-0.853, Synergy_Loewe=-0.958, Synergy_HSA=-1.70. (3) Drug 1: C#CCC(CC1=CN=C2C(=N1)C(=NC(=N2)N)N)C3=CC=C(C=C3)C(=O)NC(CCC(=O)O)C(=O)O. Drug 2: C1=NC2=C(N1)C(=S)N=CN2. Cell line: U251. Synergy scores: CSS=29.3, Synergy_ZIP=-4.78, Synergy_Bliss=2.71, Synergy_Loewe=0.494, Synergy_HSA=0.889. (4) Drug 1: CC12CCC3C(C1CCC2=O)CC(=C)C4=CC(=O)C=CC34C. Drug 2: CC1C(C(CC(O1)OC2CC(OC(C2O)C)OC3=CC4=CC5=C(C(=O)C(C(C5)C(C(=O)C(C(C)O)O)OC)OC6CC(C(C(O6)C)O)OC7CC(C(C(O7)C)O)OC8CC(C(C(O8)C)O)(C)O)C(=C4C(=C3C)O)O)O)O. Cell line: HT29. Synergy scores: CSS=27.7, Synergy_ZIP=1.39, Synergy_Bliss=2.98, Synergy_Loewe=-35.0, Synergy_HSA=1.25.